Dataset: Peptide-MHC class II binding affinity with 134,281 pairs from IEDB. Task: Regression. Given a peptide amino acid sequence and an MHC pseudo amino acid sequence, predict their binding affinity value. This is MHC class II binding data. The binding affinity (normalized) is 0.487. The peptide sequence is EKKYFAATQFEPLAR. The MHC is HLA-DPA10201-DPB10501 with pseudo-sequence HLA-DPA10201-DPB10501.